This data is from Reaction yield outcomes from USPTO patents with 853,638 reactions. The task is: Predict the reaction yield, written as a fraction of the theoretical maximum amount of product (1.0 means a 100% yield; for example, 0.34 means a 34% yield). (1) The reactants are O.[NH2:2][NH2:3].[NH2:4][C:5]1[N:6]=[CH:7][C:8]([C:20]#[N:21])=[N:9][C:10]=1[C:11]1[O:12][C:13]([C:16]([CH3:19])([CH3:18])[CH3:17])=[N:14][N:15]=1. The catalyst is CC(O)C. The product is [NH2:4][C:5]1[N:6]=[CH:7][C:8](/[C:20](=[N:2]/[NH2:3])/[NH2:21])=[N:9][C:10]=1[C:11]1[O:12][C:13]([C:16]([CH3:18])([CH3:17])[CH3:19])=[N:14][N:15]=1. The yield is 0.790. (2) The reactants are [F:1][C:2]1[CH:3]=[C:4]([CH:6]=[CH:7][C:8]=1[S:9]([CH3:12])(=[O:11])=[O:10])[NH2:5].[N:13]([O-])=O.[Na+].S([O-])([O-])=O.[Na+].[Na+].C([O-])([O-])=O.[Na+].[Na+]. The catalyst is Cl.O.[OH-].[Na+]. The product is [F:1][C:2]1[CH:3]=[C:4]([NH:5][NH2:13])[CH:6]=[CH:7][C:8]=1[S:9]([CH3:12])(=[O:11])=[O:10]. The yield is 0.570.